The task is: Regression. Given a peptide amino acid sequence and an MHC pseudo amino acid sequence, predict their binding affinity value. This is MHC class I binding data.. This data is from Peptide-MHC class I binding affinity with 185,985 pairs from IEDB/IMGT. (1) The peptide sequence is RCHDHYLCR. The MHC is HLA-A31:01 with pseudo-sequence HLA-A31:01. The binding affinity (normalized) is 0.371. (2) The peptide sequence is APIDNYNKL. The MHC is Patr-A0701 with pseudo-sequence Patr-A0701. The binding affinity (normalized) is 0.172. (3) The peptide sequence is ERPAFGIQK. The MHC is HLA-A31:01 with pseudo-sequence HLA-A31:01. The binding affinity (normalized) is 0.0847. (4) The peptide sequence is QVIEYLKPY. The MHC is HLA-B08:02 with pseudo-sequence HLA-B08:02. The binding affinity (normalized) is 0.0847. (5) The peptide sequence is ILQDRIRMY. The MHC is HLA-B15:17 with pseudo-sequence HLA-B15:17. The binding affinity (normalized) is 0.390. (6) The peptide sequence is FVADSTPLY. The MHC is HLA-B35:01 with pseudo-sequence HLA-B35:01. The binding affinity (normalized) is 1.00.